Predict the product of the given reaction. From a dataset of Forward reaction prediction with 1.9M reactions from USPTO patents (1976-2016). Given the reactants OS(O)(=O)=O.[CH2:6]1[CH:11]2[CH2:12][C:13]3(O)[CH2:15][CH:9]([CH2:10]2)[CH2:8][CH:7]1[CH2:14]3.[Br:17][C:18]1[CH:23]=[CH:22][C:21]([O:24][CH3:25])=[CH:20][CH:19]=1, predict the reaction product. The product is: [Br:17][C:18]1[CH:19]=[CH:20][C:21]([O:24][CH3:25])=[C:22]([C:13]23[CH2:14][CH:7]4[CH2:8][CH:9]([CH2:10][CH:11]([CH2:6]4)[CH2:12]2)[CH2:15]3)[CH:23]=1.